This data is from Reaction yield outcomes from USPTO patents with 853,638 reactions. The task is: Predict the reaction yield, written as a fraction of the theoretical maximum amount of product (1.0 means a 100% yield; for example, 0.34 means a 34% yield). (1) The reactants are [CH2:1]([C@@H:8]([CH2:13][CH2:14][C@H:15]([CH2:33][C:34]1[CH:39]=[CH:38][CH:37]=[CH:36][CH:35]=1)[C:16](=[O:32])[NH:17][C@@H:18]1[CH2:24][CH2:23][CH2:22][CH2:21][N:20]([C:25]2[CH:30]=[CH:29][CH:28]=[CH:27][CH:26]=2)[C:19]1=[O:31])[C:9]([O:11]C)=[O:10])[C:2]1[CH:7]=[CH:6][CH:5]=[CH:4][CH:3]=1.[Li+].[OH-].O.Cl. The catalyst is CO. The product is [CH2:1]([C@@H:8]([CH2:13][CH2:14][C@H:15]([CH2:33][C:34]1[CH:35]=[CH:36][CH:37]=[CH:38][CH:39]=1)[C:16](=[O:32])[NH:17][C@@H:18]1[CH2:24][CH2:23][CH2:22][CH2:21][N:20]([C:25]2[CH:26]=[CH:27][CH:28]=[CH:29][CH:30]=2)[C:19]1=[O:31])[C:9]([OH:11])=[O:10])[C:2]1[CH:7]=[CH:6][CH:5]=[CH:4][CH:3]=1. The yield is 0.960. (2) The reactants are Cl.[Cl:2][C:3]1[C:4]([O:20][CH3:21])=[C:5]([N:9]2[C:13]([CH2:14][NH2:15])=[CH:12][C:11]([C:16]([F:19])([F:18])[F:17])=[N:10]2)[CH:6]=[CH:7][CH:8]=1.[F:22][C:23]1[CH:24]=[C:25]([NH:31][C:32](=O)[O:33]C2C=CC=CC=2)[CH:26]=[CH:27][C:28]=1[CH2:29][OH:30]. The catalyst is C(Cl)Cl.O. The product is [Cl:2][C:3]1[C:4]([O:20][CH3:21])=[C:5]([N:9]2[C:13]([CH2:14][NH:15][C:32]([NH:31][C:25]3[CH:26]=[CH:27][C:28]([CH2:29][OH:30])=[C:23]([F:22])[CH:24]=3)=[O:33])=[CH:12][C:11]([C:16]([F:18])([F:19])[F:17])=[N:10]2)[CH:6]=[CH:7][CH:8]=1. The yield is 0.610. (3) The reactants are [C:1]1([OH:7])[CH:6]=[CH:5][CH:4]=[CH:3][CH:2]=1.C(Cl)(Cl)=O.[OH-].[Na+].[C:14](=O)([O:22]C1C=CC=CC=1)[O:15][C:16]1C=CC=CC=1. The catalyst is C(N(CC)CC)C.C(Cl)Cl.O.C(Cl)(Cl)Cl. The product is [C:14]([O:15][CH3:16])(=[O:22])[C:2]1[C:1](=[CH:6][CH:5]=[CH:4][CH:3]=1)[OH:7]. The yield is 1.00. (4) The reactants are [CH3:1][S:2][CH2:3][CH2:4][C:5](Cl)=[O:6].[CH3:8][NH:9][C:10]1[S:14][C:13]([C:15]2[CH:16]=[N:17][CH:18]=[CH:19][CH:20]=2)=[N:12][CH:11]=1. The catalyst is ClCCCl.CN(C1C=CN=CC=1)C. The product is [CH3:8][N:9]([C:10]1[S:14][C:13]([C:15]2[CH:16]=[N:17][CH:18]=[CH:19][CH:20]=2)=[N:12][CH:11]=1)[C:5](=[O:6])[CH2:4][CH2:3][S:2][CH3:1]. The yield is 0.750. (5) The reactants are [CH2:1]([N:5]([CH2:9][CH2:10][OH:11])[CH2:6][CH2:7][OH:8])[CH2:2][CH2:3][CH3:4].C(N(CC)CC)C.Cl[C:20](Cl)([O:22]C(=O)OC(Cl)(Cl)Cl)Cl. The catalyst is C1COCC1. The product is [CH2:1]([N:5]1[CH2:6][CH2:7][O:8][C:20](=[O:22])[O:11][CH2:10][CH2:9]1)[CH2:2][CH2:3][CH3:4]. The yield is 0.820. (6) The reactants are [OH:1][NH:2][C:3]([C:5]1[CH:6]=[CH:7][C:8]([CH3:28])=[C:9]([NH:11][C:12](=[O:27])[C:13]2[CH:18]=[CH:17][C:16]([O:19][CH2:20][C:21]3[CH:26]=[CH:25][CH:24]=[CH:23][N:22]=3)=[CH:15][CH:14]=2)[CH:10]=1)=[NH:4].[C:29](OC(=O)C)(=O)[CH3:30]. The catalyst is O1CCOCC1. The product is [CH3:28][C:8]1[CH:7]=[CH:6][C:5]([C:3]2[N:4]=[C:29]([CH3:30])[O:1][N:2]=2)=[CH:10][C:9]=1[NH:11][C:12](=[O:27])[C:13]1[CH:18]=[CH:17][C:16]([O:19][CH2:20][C:21]2[CH:26]=[CH:25][CH:24]=[CH:23][N:22]=2)=[CH:15][CH:14]=1. The yield is 0.410. (7) The reactants are [CH3:1][S:2][C:3]1[CH:8]=[CH:7][C:6]([CH2:9][CH2:10][C:11]([OH:13])=[O:12])=[CH:5][CH:4]=1.[CH:14]1N=CN(C(N2C=NC=C2)=O)C=1.CO. The catalyst is CN(C=O)C. The product is [CH3:1][S:2][C:3]1[CH:4]=[CH:5][C:6]([CH2:9][CH2:10][C:11]([O:13][CH3:14])=[O:12])=[CH:7][CH:8]=1. The yield is 0.720.